This data is from Forward reaction prediction with 1.9M reactions from USPTO patents (1976-2016). The task is: Predict the product of the given reaction. The product is: [CH2:1]([O:3][C:4]([C:6]1[N:7]=[C:8]2[CH:13]=[C:12]([CH2:14][NH:23][C:24]3[O:28][C:27]([C:29]([OH:36])([C:30]([F:33])([F:32])[F:31])[CH2:34][CH3:35])=[N:26][N:25]=3)[CH:11]=[CH:10][N:9]2[C:16]=1[C:17]1[CH:22]=[CH:21][CH:20]=[CH:19][CH:18]=1)=[O:5])[CH3:2]. Given the reactants [CH2:1]([O:3][C:4]([C:6]1[N:7]=[C:8]2[CH:13]=[C:12]([CH:14]=O)[CH:11]=[CH:10][N:9]2[C:16]=1[C:17]1[CH:22]=[CH:21][CH:20]=[CH:19][CH:18]=1)=[O:5])[CH3:2].[NH2:23][C:24]1[O:28][C:27]([C:29]([OH:36])([CH2:34][CH3:35])[C:30]([F:33])([F:32])[F:31])=[N:26][N:25]=1, predict the reaction product.